From a dataset of Forward reaction prediction with 1.9M reactions from USPTO patents (1976-2016). Predict the product of the given reaction. (1) Given the reactants [CH3:1][C:2]([CH3:25])([CH3:24])[C:3]([O:5][NH:6][C@H:7]([C:21]([OH:23])=[O:22])[CH2:8][S:9][C:10]1[CH:15]=[CH:14][CH:13]=[C:12]([O:16][CH3:17])[C:11]=1[N+:18]([O-])=O)=[O:4], predict the reaction product. The product is: [NH2:18][C:11]1[C:12]([O:16][CH3:17])=[CH:13][CH:14]=[CH:15][C:10]=1[S:9][CH2:8][C@@H:7]([C:21]([OH:23])=[O:22])[NH:6][O:5][C:3](=[O:4])[C:2]([CH3:1])([CH3:24])[CH3:25]. (2) Given the reactants [NH2:1][C:2]1[CH:3]=[C:4]([CH:7]=[C:8]([O:10][CH2:11][CH2:12][O:13][CH2:14][CH2:15][O:16][CH2:17][CH2:18][O:19][CH3:20])[CH:9]=1)[C:5]#[N:6].[C:21]([C:25]1[CH:29]=[C:28]([NH:30][C:31]([NH:33][C:34]2[C:43]3[C:38](=[CH:39][CH:40]=[CH:41][CH:42]=3)[C:37]([O:44][C:45]3[CH:50]=[CH:49][N:48]=[C:47](Cl)[N:46]=3)=[CH:36][CH:35]=2)=[O:32])[N:27]([C:52]2[CH:57]=[CH:56][C:55]([CH3:58])=[CH:54][CH:53]=2)[N:26]=1)([CH3:24])([CH3:23])[CH3:22].C(=O)(O)[O-].[Na+], predict the reaction product. The product is: [C:21]([C:25]1[CH:29]=[C:28]([NH:30][C:31]([NH:33][C:34]2[C:43]3[C:38](=[CH:39][CH:40]=[CH:41][CH:42]=3)[C:37]([O:44][C:45]3[CH:50]=[CH:49][N:48]=[C:47]([NH:1][C:2]4[CH:9]=[C:8]([O:10][CH2:11][CH2:12][O:13][CH2:14][CH2:15][O:16][CH2:17][CH2:18][O:19][CH3:20])[CH:7]=[C:4]([C:5]#[N:6])[CH:3]=4)[N:46]=3)=[CH:36][CH:35]=2)=[O:32])[N:27]([C:52]2[CH:57]=[CH:56][C:55]([CH3:58])=[CH:54][CH:53]=2)[N:26]=1)([CH3:24])([CH3:23])[CH3:22]. (3) Given the reactants [CH:1]1([CH2:6][NH:7][CH2:8][CH2:9]O)[CH2:5][CH2:4][CH2:3][CH2:2]1.O=S(Cl)[Cl:13], predict the reaction product. The product is: [Cl-:13].[CH:1]1([CH2:6][NH2+:7][CH2:8][CH2:9][Cl:13])[CH2:5][CH2:4][CH2:3][CH2:2]1. (4) Given the reactants Br[C:2]1[CH:3]=[CH:4][C:5]2[N:6]([N:8]=[CH:9][N:10]=2)[CH:7]=1.[C:11](=[NH:24])([C:18]1[CH:23]=[CH:22][CH:21]=[CH:20][CH:19]=1)[C:12]1[CH:17]=[CH:16][CH:15]=[CH:14][CH:13]=1.CC(C)([O-])C.[Na+], predict the reaction product. The product is: [C:11](=[N:24][C:2]1[CH:3]=[CH:4][C:5]2[N:6]([N:8]=[CH:9][N:10]=2)[CH:7]=1)([C:18]1[CH:19]=[CH:20][CH:21]=[CH:22][CH:23]=1)[C:12]1[CH:17]=[CH:16][CH:15]=[CH:14][CH:13]=1. (5) Given the reactants [Br:1][C:2]1[C:3](Cl)=[N:4][C:5](Cl)=[N:6][CH:7]=1.C(N(CC)CC)C.[F:17][C:18]([F:28])([F:27])[C:19]1[CH:26]=[CH:25][C:22]([CH2:23][NH2:24])=[CH:21][CH:20]=1.[C:29]([O:33][C:34]([N:36]1[CH2:41][CH:40]=[C:39]([C:42]2[C:50]3[C:45](=[CH:46][CH:47]=[C:48]([NH2:51])[CH:49]=3)[NH:44][CH:43]=2)[CH2:38][CH2:37]1)=[O:35])([CH3:32])([CH3:31])[CH3:30], predict the reaction product. The product is: [C:29]([O:33][C:34]([N:36]1[CH2:37][CH:38]=[C:39]([C:42]2[C:50]3[C:45](=[CH:46][CH:47]=[C:48]([NH:51][C:5]4[N:4]=[C:3]([NH:24][CH2:23][C:22]5[CH:25]=[CH:26][C:19]([C:18]([F:27])([F:28])[F:17])=[CH:20][CH:21]=5)[C:2]([Br:1])=[CH:7][N:6]=4)[CH:49]=3)[NH:44][CH:43]=2)[CH2:40][CH2:41]1)=[O:35])([CH3:32])([CH3:30])[CH3:31]. (6) Given the reactants [CH3:1][O:2][C:3]1[CH:12]=[CH:11][C:6]2[CH:7]=[C:8]([CH3:10])[O:9][C:5]=2[CH:4]=1.[C:13](Cl)(=[O:17])C(Cl)=O.[Al+3].[Cl-].[Cl-].[Cl-].[CH2:23]([NH2:27])[CH:24]([CH3:26])[CH3:25], predict the reaction product. The product is: [CH2:23]([NH:27][C:13]([C:7]1[C:6]2[CH:11]=[CH:12][C:3]([O:2][CH3:1])=[CH:4][C:5]=2[O:9][C:8]=1[CH3:10])=[O:17])[CH:24]([CH3:26])[CH3:25]. (7) Given the reactants [CH3:1][S:2][C:3]1[N:8]=[C:7]([C:9]([OH:11])=O)[CH:6]=[CH:5][N:4]=1.O.ON1C2C=CC=CC=2N=N1.Cl.CN(C)CCCN=C=NCC.Cl.[CH3:36][NH:37][O:38][CH3:39].C(N(CC)CC)C.C(=O)(O)[O-].[Na+], predict the reaction product. The product is: [CH3:39][O:38][N:37]([CH3:36])[C:9]([C:7]1[CH:6]=[CH:5][N:4]=[C:3]([S:2][CH3:1])[N:8]=1)=[O:11].